Dataset: NCI-60 drug combinations with 297,098 pairs across 59 cell lines. Task: Regression. Given two drug SMILES strings and cell line genomic features, predict the synergy score measuring deviation from expected non-interaction effect. (1) Drug 1: COC1=C(C=C2C(=C1)N=CN=C2NC3=CC(=C(C=C3)F)Cl)OCCCN4CCOCC4. Drug 2: CC12CCC3C(C1CCC2O)C(CC4=C3C=CC(=C4)O)CCCCCCCCCS(=O)CCCC(C(F)(F)F)(F)F. Cell line: SK-OV-3. Synergy scores: CSS=35.3, Synergy_ZIP=-9.67, Synergy_Bliss=-5.08, Synergy_Loewe=-4.19, Synergy_HSA=-3.70. (2) Drug 1: C1=NNC2=C1C(=O)NC=N2. Drug 2: B(C(CC(C)C)NC(=O)C(CC1=CC=CC=C1)NC(=O)C2=NC=CN=C2)(O)O. Synergy scores: CSS=10.8, Synergy_ZIP=1.39, Synergy_Bliss=-0.341, Synergy_Loewe=-35.3, Synergy_HSA=-1.06. Cell line: DU-145. (3) Drug 1: C1=NC(=NC(=O)N1C2C(C(C(O2)CO)O)O)N. Drug 2: C#CCC(CC1=CN=C2C(=N1)C(=NC(=N2)N)N)C3=CC=C(C=C3)C(=O)NC(CCC(=O)O)C(=O)O. Cell line: RPMI-8226. Synergy scores: CSS=48.7, Synergy_ZIP=3.38, Synergy_Bliss=-3.13, Synergy_Loewe=-22.6, Synergy_HSA=-4.28. (4) Drug 1: C1=CC=C(C=C1)NC(=O)CCCCCCC(=O)NO. Drug 2: C1CN(P(=O)(OC1)NCCCl)CCCl. Cell line: A498. Synergy scores: CSS=2.00, Synergy_ZIP=0.762, Synergy_Bliss=2.27, Synergy_Loewe=-2.98, Synergy_HSA=-2.04. (5) Drug 1: CC1C(C(CC(O1)OC2CC(CC3=C2C(=C4C(=C3O)C(=O)C5=C(C4=O)C(=CC=C5)OC)O)(C(=O)C)O)N)O.Cl. Drug 2: CCC1=C2CN3C(=CC4=C(C3=O)COC(=O)C4(CC)O)C2=NC5=C1C=C(C=C5)O. Cell line: MDA-MB-435. Synergy scores: CSS=24.5, Synergy_ZIP=-3.79, Synergy_Bliss=5.95, Synergy_Loewe=-6.69, Synergy_HSA=2.20.